This data is from NCI-60 drug combinations with 297,098 pairs across 59 cell lines. The task is: Regression. Given two drug SMILES strings and cell line genomic features, predict the synergy score measuring deviation from expected non-interaction effect. (1) Drug 1: C1=NC2=C(N1)C(=S)N=C(N2)N. Drug 2: C1C(C(OC1N2C=NC3=C2NC=NCC3O)CO)O. Cell line: U251. Synergy scores: CSS=25.7, Synergy_ZIP=-0.0215, Synergy_Bliss=-0.456, Synergy_Loewe=-0.482, Synergy_HSA=0.408. (2) Drug 1: CC1=CC2C(CCC3(C2CCC3(C(=O)C)OC(=O)C)C)C4(C1=CC(=O)CC4)C. Drug 2: C1CC(C1)(C(=O)O)C(=O)O.[NH2-].[NH2-].[Pt+2]. Cell line: 786-0. Synergy scores: CSS=43.2, Synergy_ZIP=-0.300, Synergy_Bliss=-2.75, Synergy_Loewe=-17.9, Synergy_HSA=-3.89. (3) Drug 1: CCCS(=O)(=O)NC1=C(C(=C(C=C1)F)C(=O)C2=CNC3=C2C=C(C=N3)C4=CC=C(C=C4)Cl)F. Synergy scores: CSS=24.2, Synergy_ZIP=-8.02, Synergy_Bliss=-0.972, Synergy_Loewe=-0.991, Synergy_HSA=-0.491. Drug 2: C1CCC(CC1)NC(=O)N(CCCl)N=O. Cell line: IGROV1.